Dataset: Reaction yield outcomes from USPTO patents with 853,638 reactions. Task: Predict the reaction yield, written as a fraction of the theoretical maximum amount of product (1.0 means a 100% yield; for example, 0.34 means a 34% yield). (1) The reactants are [Cl:1][C:2]1[CH:10]=[CH:9][C:8]2[NH:7][C:6]3[CH2:11][CH2:12][N:13]([CH3:15])[CH2:14][C:5]=3[C:4]=2[CH:3]=1.[OH-].[K+].Br[CH2:19][CH2:20][C:21]1[CH:26]=[CH:25][C:24]([O:27][CH3:28])=[CH:23][CH:22]=1. The catalyst is CN1CCCC1=O.O. The product is [Cl:1][C:2]1[CH:10]=[CH:9][C:8]2[N:7]([CH2:19][CH2:20][C:21]3[CH:26]=[CH:25][C:24]([O:27][CH3:28])=[CH:23][CH:22]=3)[C:6]3[CH2:11][CH2:12][N:13]([CH3:15])[CH2:14][C:5]=3[C:4]=2[CH:3]=1. The yield is 0.0600. (2) The reactants are [CH3:1][O:2][C:3]1[CH:4]=[C:5]([Mg]Br)[CH:6]=[CH:7][CH:8]=1.[CH2:11](Br)[CH:12]=[CH2:13].[NH4+].[Cl-]. The catalyst is C1COCC1. The product is [CH2:13]([C:5]1[CH:6]=[CH:7][CH:8]=[C:3]([O:2][CH3:1])[CH:4]=1)[CH:12]=[CH2:11]. The yield is 0.810. (3) The reactants are [CH2:1]([C:5]1[N:10]2[N:11]=[CH:12][CH:13]=[C:9]2[N:8]([C@H:14]2[CH2:19][CH2:18][C@H:17]([O:20][CH2:21][C:22](N(OC)C)=[O:23])[CH2:16][CH2:15]2)[C:7](=[O:28])[C:6]=1[CH2:29][C:30]1[CH:35]=[CH:34][C:33]([C:36]2[CH:41]=[CH:40][CH:39]=[CH:38][C:37]=2[C:42]#[N:43])=[CH:32][CH:31]=1)[CH2:2][CH2:3][CH3:4].[CH3:44][Mg]Br.C(OCC)(=O)C.[Cl-].[NH4+]. The catalyst is O1CCCC1. The product is [CH2:1]([C:5]1[N:10]2[N:11]=[CH:12][CH:13]=[C:9]2[N:8]([C@H:14]2[CH2:15][CH2:16][C@H:17]([O:20][CH2:21][CH:22]([OH:23])[CH3:44])[CH2:18][CH2:19]2)[C:7](=[O:28])[C:6]=1[CH2:29][C:30]1[CH:35]=[CH:34][C:33]([C:36]2[C:37]([C:42]#[N:43])=[CH:38][CH:39]=[CH:40][CH:41]=2)=[CH:32][CH:31]=1)[CH2:2][CH2:3][CH3:4]. The yield is 0.980. (4) The reactants are [Cl:1][C:2]1[N:7]=[CH:6][C:5]([N+:8]([O-:10])=[O:9])=[C:4](Cl)[N:3]=1.[NH2:12][C:13]1[CH:22]=[CH:21][CH:20]=[CH:19][C:14]=1[C:15]([NH:17][CH3:18])=[O:16].C(N(CC)C(C)C)(C)C. The catalyst is C(OCC)C. The product is [Cl:1][C:2]1[N:3]=[C:4]([NH:12][C:13]2[CH:22]=[CH:21][CH:20]=[CH:19][C:14]=2[C:15]([NH:17][CH3:18])=[O:16])[C:5]([N+:8]([O-:10])=[O:9])=[CH:6][N:7]=1. The yield is 0.490. (5) The reactants are [CH3:1][O:2][C:3]1[CH:4]=[C:5]([N:12]2[CH2:17][CH2:16][N:15]([CH2:18][CH2:19][CH3:20])[CH2:14][CH2:13]2)[CH:6]=[CH:7][C:8]=1[N+:9]([O-])=O.[BH4-].[Na+]. The catalyst is O.O.O.O.O.O.[Ni](Cl)Cl.CO.C1COCC1. The product is [CH3:1][O:2][C:3]1[CH:4]=[C:5]([N:12]2[CH2:13][CH2:14][N:15]([CH2:18][CH2:19][CH3:20])[CH2:16][CH2:17]2)[CH:6]=[CH:7][C:8]=1[NH2:9]. The yield is 0.930. (6) The reactants are [F:1][C:2]1[CH:3]=[C:4]([N:14]2[C:18]([CH3:20])([CH3:19])[C:17](=[O:21])[N:16]([C:22]3[CH:29]=[CH:28][C:25]([C:26]#[N:27])=[C:24]([C:30]([F:33])([F:32])[F:31])[CH:23]=3)[C:15]2=[S:34])[CH:5]=[CH:6][C:7]=1[O:8][C@H:9]1[CH2:13][CH2:12][NH:11][CH2:10]1.C=O.[C:37]([BH3-])#N.[Na+].O. The catalyst is CO.[Cl-].[Zn+2].[Cl-]. The product is [F:1][C:2]1[CH:3]=[C:4]([N:14]2[C:18]([CH3:20])([CH3:19])[C:17](=[O:21])[N:16]([C:22]3[CH:29]=[CH:28][C:25]([C:26]#[N:27])=[C:24]([C:30]([F:33])([F:31])[F:32])[CH:23]=3)[C:15]2=[S:34])[CH:5]=[CH:6][C:7]=1[O:8][C@H:9]1[CH2:13][CH2:12][N:11]([CH3:37])[CH2:10]1. The yield is 0.490. (7) The reactants are [F:1][C:2]1[CH:7]=[CH:6][C:5]([CH:8]2[CH2:13][CH2:12][N:11]([C:14]([O:16][CH2:17][CH2:18][Si:19]([CH3:22])([CH3:21])[CH3:20])=[O:15])[CH2:10][CH:9]2[O:23][CH2:24][C:25]2[CH:34]=[C:33]([O:35]COCC[Si](C)(C)C)[C:32]3[C:27](=[CH:28][CH:29]=[CH:30][CH:31]=3)[CH:26]=2)=[CH:4][CH:3]=1.Cl. The catalyst is CO. The product is [F:1][C:2]1[CH:7]=[CH:6][C:5]([CH:8]2[CH2:13][CH2:12][N:11]([C:14]([O:16][CH2:17][CH2:18][Si:19]([CH3:21])([CH3:22])[CH3:20])=[O:15])[CH2:10][CH:9]2[O:23][CH2:24][C:25]2[CH:34]=[C:33]([OH:35])[C:32]3[C:27](=[CH:28][CH:29]=[CH:30][CH:31]=3)[CH:26]=2)=[CH:4][CH:3]=1. The yield is 0.800. (8) The catalyst is COCCOC.C(Cl)Cl.C1C=CC(P(C2C=CC=CC=2)[C-]2C=CC=C2)=CC=1.C1C=CC(P(C2C=CC=CC=2)[C-]2C=CC=C2)=CC=1.Cl[Pd]Cl.[Fe+2]. The product is [NH2:23][C:20]1[CH:19]=[C:18]([C:2]2[CH:9]=[CH:8][C:5]([C:6]#[N:7])=[C:4]([N:10]3[CH2:15][CH2:14][O:13][CH2:12][CH2:11]3)[CH:3]=2)[C:17]([CH3:16])=[N:22][CH:21]=1. The reactants are Br[C:2]1[CH:9]=[CH:8][C:5]([C:6]#[N:7])=[C:4]([N:10]2[CH2:15][CH2:14][O:13][CH2:12][CH2:11]2)[CH:3]=1.[CH3:16][C:17]1[N:22]=[CH:21][C:20]([NH2:23])=[CH:19][C:18]=1B1OC(C)(C)C(C)(C)O1.C(=O)([O-])[O-].[Na+].[Na+]. The yield is 0.870. (9) The reactants are Br[CH2:2][C@@H:3]([C:5]1[C:14]2[C:9](=[CH:10][CH:11]=[C:12]([O:15][CH3:16])[N:13]=2)[N:8]=[CH:7][CH:6]=1)[OH:4].C(=O)([O-])[O-].[K+].[K+]. The catalyst is CO. The product is [CH3:16][O:15][C:12]1[N:13]=[C:14]2[C:9](=[CH:10][CH:11]=1)[N:8]=[CH:7][CH:6]=[C:5]2[C@@H:3]1[CH2:2][O:4]1. The yield is 0.920.